The task is: Regression. Given two drug SMILES strings and cell line genomic features, predict the synergy score measuring deviation from expected non-interaction effect.. This data is from NCI-60 drug combinations with 297,098 pairs across 59 cell lines. (1) Drug 1: C1=CN(C(=O)N=C1N)C2C(C(C(O2)CO)O)O.Cl. Drug 2: C(CC(=O)O)C(=O)CN.Cl. Cell line: HCT116. Synergy scores: CSS=53.1, Synergy_ZIP=4.44, Synergy_Bliss=2.81, Synergy_Loewe=-28.3, Synergy_HSA=-0.655. (2) Drug 1: CCCCCOC(=O)NC1=NC(=O)N(C=C1F)C2C(C(C(O2)C)O)O. Drug 2: CC1=C2C(C(=O)C3(C(CC4C(C3C(C(C2(C)C)(CC1OC(=O)C(C(C5=CC=CC=C5)NC(=O)OC(C)(C)C)O)O)OC(=O)C6=CC=CC=C6)(CO4)OC(=O)C)O)C)O. Cell line: MDA-MB-435. Synergy scores: CSS=4.79, Synergy_ZIP=-4.96, Synergy_Bliss=-4.71, Synergy_Loewe=-2.45, Synergy_HSA=-2.18. (3) Drug 1: C1=NC2=C(N=C(N=C2N1C3C(C(C(O3)CO)O)F)Cl)N. Drug 2: C1=CC=C(C(=C1)C(C2=CC=C(C=C2)Cl)C(Cl)Cl)Cl. Cell line: NCI-H460. Synergy scores: CSS=-3.54, Synergy_ZIP=3.64, Synergy_Bliss=3.27, Synergy_Loewe=-2.73, Synergy_HSA=-2.65. (4) Drug 1: CNC(=O)C1=CC=CC=C1SC2=CC3=C(C=C2)C(=NN3)C=CC4=CC=CC=N4. Synergy scores: CSS=-3.98, Synergy_ZIP=-1.63, Synergy_Bliss=-6.24, Synergy_Loewe=-9.52, Synergy_HSA=-9.16. Drug 2: C1=NC2=C(N=C(N=C2N1C3C(C(C(O3)CO)O)O)F)N. Cell line: SK-OV-3. (5) Drug 1: CS(=O)(=O)CCNCC1=CC=C(O1)C2=CC3=C(C=C2)N=CN=C3NC4=CC(=C(C=C4)OCC5=CC(=CC=C5)F)Cl. Drug 2: C1CCC(C(C1)N)N.C(=O)(C(=O)[O-])[O-].[Pt+4]. Cell line: CAKI-1. Synergy scores: CSS=20.7, Synergy_ZIP=-1.74, Synergy_Bliss=-0.469, Synergy_Loewe=0.995, Synergy_HSA=2.44. (6) Drug 1: C1=CC(=C2C(=C1NCCNCCO)C(=O)C3=C(C=CC(=C3C2=O)O)O)NCCNCCO. Drug 2: C1=CC(=CC=C1CCCC(=O)O)N(CCCl)CCCl. Cell line: HOP-92. Synergy scores: CSS=46.2, Synergy_ZIP=-4.94, Synergy_Bliss=-5.56, Synergy_Loewe=-0.0122, Synergy_HSA=1.81. (7) Drug 1: C1=NC2=C(N=C(N=C2N1C3C(C(C(O3)CO)O)F)Cl)N. Drug 2: C(CN)CNCCSP(=O)(O)O. Cell line: UACC62. Synergy scores: CSS=2.31, Synergy_ZIP=-2.60, Synergy_Bliss=-5.32, Synergy_Loewe=-82.0, Synergy_HSA=-7.40. (8) Drug 1: CCC1=CC2CC(C3=C(CN(C2)C1)C4=CC=CC=C4N3)(C5=C(C=C6C(=C5)C78CCN9C7C(C=CC9)(C(C(C8N6C)(C(=O)OC)O)OC(=O)C)CC)OC)C(=O)OC.C(C(C(=O)O)O)(C(=O)O)O. Drug 2: CC(C)CN1C=NC2=C1C3=CC=CC=C3N=C2N. Cell line: MOLT-4. Synergy scores: CSS=69.0, Synergy_ZIP=2.38, Synergy_Bliss=2.39, Synergy_Loewe=-18.2, Synergy_HSA=1.08.